This data is from Reaction yield outcomes from USPTO patents with 853,638 reactions. The task is: Predict the reaction yield, written as a fraction of the theoretical maximum amount of product (1.0 means a 100% yield; for example, 0.34 means a 34% yield). (1) The reactants are [CH3:1][NH:2][CH2:3][C:4]1[C:12]2[C:7](=[C:8]([CH3:13])[CH:9]=[CH:10][CH:11]=2)[N:6]([CH3:14])[C:5]=1[CH3:15].CCN([CH2:21][CH3:22])CC.[OH2:23].[CH2:24](Cl)Cl. No catalyst specified. The product is [CH3:1][N:2]([CH2:3][C:4]1[C:12]2[C:7](=[C:8]([CH3:13])[CH:9]=[CH:10][CH:11]=2)[N:6]([CH3:14])[C:5]=1[CH3:15])[C:24](=[O:23])[CH:21]=[CH2:22]. The yield is 0.970. (2) The reactants are [C:1]1([C:20]2[CH:25]=[CH:24][CH:23]=[CH:22][CH:21]=2)[CH:6]=[CH:5][C:4]([C:7]([NH:9][C:10]2[CH:19]=[CH:18][C:13]([C:14](OC)=[O:15])=[CH:12][CH:11]=2)=[O:8])=[CH:3][CH:2]=1.O.[NH2:27][NH2:28]. The catalyst is CCO. The product is [NH:27]([C:14]([C:13]1[CH:18]=[CH:19][C:10]([NH:9][C:7]([C:4]2[CH:5]=[CH:6][C:1]([C:20]3[CH:25]=[CH:24][CH:23]=[CH:22][CH:21]=3)=[CH:2][CH:3]=2)=[O:8])=[CH:11][CH:12]=1)=[O:15])[NH2:28]. The yield is 0.660. (3) The reactants are COC1C=C(OC)C=CC=1C[N:6]([C:30]1[CH:35]=[CH:34][N:33]=[CH:32][N:31]=1)[S:7]([C:10]1[C:15]([F:16])=[CH:14][C:13]([O:17][C@H:18]2[CH2:22][CH2:21][CH2:20][C@@H:19]2[C:23]2[N:27]([CH3:28])[N:26]=[CH:25][CH:24]=2)=[CH:12][C:11]=1[F:29])(=[O:9])=[O:8].C([SiH](CC)CC)C.FC(F)(F)C(O)=O. The catalyst is ClCCl. The product is [F:16][C:15]1[CH:14]=[C:13]([O:17][C@H:18]2[CH2:22][CH2:21][CH2:20][C@@H:19]2[C:23]2[N:27]([CH3:28])[N:26]=[CH:25][CH:24]=2)[CH:12]=[C:11]([F:29])[C:10]=1[S:7]([NH:6][C:30]1[CH:35]=[CH:34][N:33]=[CH:32][N:31]=1)(=[O:8])=[O:9]. The yield is 0.740. (4) The reactants are Br[C:2]1[CH:7]=[CH:6][C:5]([S:8]([CH3:11])(=[O:10])=[O:9])=[CH:4][CH:3]=1.[NH:12]1[CH2:17][CH2:16][NH:15][CH2:14][CH2:13]1.C1C=CC(P(C2C(C3C(P(C4C=CC=CC=4)C4C=CC=CC=4)=CC=C4C=3C=CC=C4)=C3C(C=CC=C3)=CC=2)C2C=CC=CC=2)=CC=1.CC(C)([O-])C.[Na+]. The catalyst is C1(C)C=CC=CC=1.C1C=CC(/C=C/C(/C=C/C2C=CC=CC=2)=O)=CC=1.C1C=CC(/C=C/C(/C=C/C2C=CC=CC=2)=O)=CC=1.C1C=CC(/C=C/C(/C=C/C2C=CC=CC=2)=O)=CC=1.[Pd].[Pd].CO.O. The product is [CH3:11][S:8]([C:5]1[CH:6]=[CH:7][C:2]([N:12]2[CH2:17][CH2:16][NH:15][CH2:14][CH2:13]2)=[CH:3][CH:4]=1)(=[O:10])=[O:9]. The yield is 0.200. (5) The reactants are [C:1]1([CH:7]2[CH2:12][CH2:11][N:10]([CH2:13][CH2:14][C:15]#[N:16])[CH2:9][CH2:8]2)[CH:6]=[CH:5][CH:4]=[CH:3][CH:2]=1.Cl.[OH-].[Na+]. The catalyst is C1COCC1. The product is [C:1]1([CH:7]2[CH2:8][CH2:9][N:10]([CH2:13][CH2:14][CH2:15][NH2:16])[CH2:11][CH2:12]2)[CH:2]=[CH:3][CH:4]=[CH:5][CH:6]=1. The yield is 0.870. (6) The reactants are [CH2:1]([O:8][C:9]1[CH:10]=[C:11]2[C:16](=[CH:17][CH:18]=1)[CH:15]([C:19]1[CH:24]=[CH:23][C:22]([O:25][CH2:26][CH2:27][N:28]3[CH2:32][CH2:31][CH2:30][CH2:29]3)=[CH:21][CH:20]=1)[NH:14][CH2:13][CH2:12]2)[C:2]1[CH:7]=[CH:6][CH:5]=[CH:4][CH:3]=1.CCN(CC)CC.[CH3:40][C:41]([CH3:46])([CH3:45])[C:42](Cl)=[O:43]. The catalyst is C1COCC1. The product is [CH2:1]([O:8][C:9]1[CH:10]=[C:11]2[C:16](=[CH:17][CH:18]=1)[CH:15]([C:19]1[CH:24]=[CH:23][C:22]([O:25][CH2:26][CH2:27][N:28]3[CH2:32][CH2:31][CH2:30][CH2:29]3)=[CH:21][CH:20]=1)[N:14]([C:42](=[O:43])[C:41]([CH3:46])([CH3:45])[CH3:40])[CH2:13][CH2:12]2)[C:2]1[CH:3]=[CH:4][CH:5]=[CH:6][CH:7]=1. The yield is 0.560. (7) The reactants are [Cl:1][C:2]1[CH:7]=[CH:6][C:5]([C:8]2[C:16]3[C:11](=[N:12][CH:13]=[CH:14][CH:15]=3)[S:10][C:9]=2[S:17]([C:20]2[CH:21]=[C:22]([CH:26]=[C:27]([F:29])[CH:28]=2)[C:23]#[N+:24][O-])(=[O:19])=[O:18])=[CH:4][CH:3]=1.FC(F)(F)C(OC(=O)C(F)(F)F)=[O:33]. The catalyst is CN(C=O)C. The product is [Cl:1][C:2]1[CH:7]=[CH:6][C:5]([C:8]2[C:16]3[CH:15]=[CH:14][C:13](=[O:33])[NH:12][C:11]=3[S:10][C:9]=2[S:17]([C:20]2[CH:21]=[C:22]([CH:26]=[C:27]([F:29])[CH:28]=2)[C:23]#[N:24])(=[O:19])=[O:18])=[CH:4][CH:3]=1. The yield is 0.740.